Dataset: Catalyst prediction with 721,799 reactions and 888 catalyst types from USPTO. Task: Predict which catalyst facilitates the given reaction. (1) Reactant: [CH3:1][O:2][C:3]1[CH:12]=[C:11]2[C:6]([CH:7]([C:17]3[CH:22]=[CH:21][C:20]([S:23][CH3:24])=[CH:19][CH:18]=3)[C:8](=[O:16])[N:9]3[CH2:15][CH2:14][CH2:13][CH:10]32)=[CH:5][CH:4]=1.C([O-])([O-])=O.[Na+].[Na+].[NH:31]1[CH2:36][CH2:35][CH2:34][CH2:33][CH2:32]1.[CH2:37](O)[CH2:38]CC. Product: [CH3:24][S:23][C:20]1[CH:21]=[CH:22][C:17]([CH:7]2[C:6]3[C:11](=[CH:12][C:3]([O:2][CH2:1][CH2:37][CH2:38][N:31]4[CH2:36][CH2:35][CH2:34][CH2:33][CH2:32]4)=[CH:4][CH:5]=3)[CH:10]3[CH2:13][CH2:14][CH2:15][N:9]3[C:8]2=[O:16])=[CH:18][CH:19]=1. The catalyst class is: 2. (2) Reactant: [NH2:1][C:2]1[CH:11]=[CH:10][C:5]([C:6]([O:8][CH3:9])=[O:7])=[CH:4][C:3]=1[OH:12].[C:13](C1NC=CN=1)(C1NC=CN=1)=[O:14]. Product: [O:14]=[C:13]1[NH:1][C:2]2[CH:11]=[CH:10][C:5]([C:6]([O:8][CH3:9])=[O:7])=[CH:4][C:3]=2[O:12]1. The catalyst class is: 1. (3) Reactant: [CH2:1]([N:3]1[CH:7]([CH2:8][O:9]C(C2C=CC=CC=2)(C2C=CC=CC=2)C2C=CC=CC=2)[CH2:6][C:5]([CH3:30])([CH3:29])[C:4]1=[O:31])[CH3:2]. Product: [CH2:1]([N:3]1[CH:7]([CH2:8][OH:9])[CH2:6][C:5]([CH3:30])([CH3:29])[C:4]1=[O:31])[CH3:2]. The catalyst class is: 5. (4) Reactant: [Cl:1][C:2]1[CH:7]=[CH:6][C:5]([CH2:8][CH:9]([C:17]2[CH:22]=[CH:21][CH:20]=[CH:19][CH:18]=2)[CH:10](OS(C)(=O)=O)[CH3:11])=[CH:4][CH:3]=1.[N-:23]=[N+:24]=[N-:25].[Na+].O. Product: [N:23]([CH:10]([CH:9]([C:17]1[CH:22]=[CH:21][CH:20]=[CH:19][CH:18]=1)[CH2:8][C:5]1[CH:6]=[CH:7][C:2]([Cl:1])=[CH:3][CH:4]=1)[CH3:11])=[N+:24]=[N-:25]. The catalyst class is: 3. (5) Reactant: [Br:1][C:2]1[C:3](=[O:28])[N:4]([C:19]2[O:23][C:22]([C:24]([O:26]C)=[O:25])=[CH:21][CH:20]=2)[C:5]([CH3:18])=[CH:6][C:7]=1[O:8][CH2:9][C:10]1[CH:15]=[CH:14][C:13]([F:16])=[CH:12][C:11]=1[F:17].[OH-].[Na+].Cl.C(#N)C.O. Product: [Br:1][C:2]1[C:3](=[O:28])[N:4]([C:19]2[O:23][C:22]([C:24]([OH:26])=[O:25])=[CH:21][CH:20]=2)[C:5]([CH3:18])=[CH:6][C:7]=1[O:8][CH2:9][C:10]1[CH:15]=[CH:14][C:13]([F:16])=[CH:12][C:11]=1[F:17]. The catalyst class is: 56. (6) Reactant: [CH2:1]([C:3]1[NH:12][C:11](=[O:13])[C:10]2[C:5](=[CH:6][CH:7]=[CH:8][CH:9]=2)[N:4]=1)[CH3:2].[Br:14]Br.O. Product: [Br:14][CH:1]([C:3]1[NH:12][C:11](=[O:13])[C:10]2[C:5](=[CH:6][CH:7]=[CH:8][CH:9]=2)[N:4]=1)[CH3:2]. The catalyst class is: 15. (7) Reactant: Br[C:2]1[CH:3]=[N:4][C:5]([N:8]2[CH2:13][CH2:12][N:11]([C:14]([O:16][C:17]([CH3:20])([CH3:19])[CH3:18])=[O:15])[CH2:10][CH2:9]2)=[N:6][CH:7]=1.[CH3:21][N:22](C=O)C.[Cu]C#N. Product: [C:21]([C:2]1[CH:3]=[N:4][C:5]([N:8]2[CH2:13][CH2:12][N:11]([C:14]([O:16][C:17]([CH3:20])([CH3:19])[CH3:18])=[O:15])[CH2:10][CH2:9]2)=[N:6][CH:7]=1)#[N:22]. The catalyst class is: 238. (8) Reactant: C(OC([NH:8][C@H:9]([C@@H:31]([OH:48])[CH2:32][C@H:33]([C:37](=[O:47])[NH:38][CH2:39][CH2:40][N:41]1[CH2:46][CH2:45][O:44][CH2:43][CH2:42]1)[CH:34]([CH3:36])[CH3:35])[CH2:10][C@@H:11]([CH:28]([CH3:30])[CH3:29])[CH2:12][NH:13][C:14](=[O:27])[C:15]1[CH:20]=[CH:19][CH:18]=[CH:17][C:16]=1[O:21][CH2:22][CH2:23][CH2:24][O:25][CH3:26])=O)(C)(C)C.[ClH:49]. Product: [ClH:49].[ClH:49].[NH2:8][C@H:9]([C@@H:31]([OH:48])[CH2:32][C@H:33]([C:37](=[O:47])[NH:38][CH2:39][CH2:40][N:41]1[CH2:46][CH2:45][O:44][CH2:43][CH2:42]1)[CH:34]([CH3:36])[CH3:35])[CH2:10][C@@H:11]([CH:28]([CH3:29])[CH3:30])[CH2:12][NH:13][C:14](=[O:27])[C:15]1[CH:20]=[CH:19][CH:18]=[CH:17][C:16]=1[O:21][CH2:22][CH2:23][CH2:24][O:25][CH3:26]. The catalyst class is: 12. (9) Reactant: [NH2:1][CH2:2][CH2:3][O:4][C:5]1[C:28]([O:29][CH3:30])=[CH:27][C:8]2[C:9]3[N:14]([CH:15]([C:17]([CH3:20])([CH3:19])[CH3:18])[CH2:16][C:7]=2[CH:6]=1)[CH:13]=[C:12]([C:21]([O:23]CC)=[O:22])[C:11](=[O:26])[CH:10]=3.CO.O[Li].O.C(O)(=O)C. Product: [NH2:1][CH2:2][CH2:3][O:4][C:5]1[C:28]([O:29][CH3:30])=[CH:27][C:8]2[C:9]3[N:14]([CH:15]([C:17]([CH3:20])([CH3:19])[CH3:18])[CH2:16][C:7]=2[CH:6]=1)[CH:13]=[C:12]([C:21]([OH:23])=[O:22])[C:11](=[O:26])[CH:10]=3. The catalyst class is: 6. (10) Reactant: [CH3:1][O:2][C:3]1[CH:4]=[C:5]([C:11]2[N:34](S(C3C=CC=CC=3)(=O)=O)[C:14]3=[N:15][CH:16]=[CH:17][C:18]([C:19]4[CH:20]=[CH:21][C:22]([O:27][CH:28]5[CH2:33][CH2:32][O:31][CH2:30][CH2:29]5)=[C:23]([CH:26]=4)[C:24]#[N:25])=[C:13]3[CH:12]=2)[CH:6]=[CH:7][C:8]=1[O:9][CH3:10].[OH-].[Na+].CCO. Product: [CH3:1][O:2][C:3]1[CH:4]=[C:5]([C:11]2[NH:34][C:14]3=[N:15][CH:16]=[CH:17][C:18]([C:19]4[CH:20]=[CH:21][C:22]([O:27][CH:28]5[CH2:33][CH2:32][O:31][CH2:30][CH2:29]5)=[C:23]([CH:26]=4)[C:24]#[N:25])=[C:13]3[CH:12]=2)[CH:6]=[CH:7][C:8]=1[O:9][CH3:10]. The catalyst class is: 6.